Dataset: Full USPTO retrosynthesis dataset with 1.9M reactions from patents (1976-2016). Task: Predict the reactants needed to synthesize the given product. (1) The reactants are: [Br:1][C:2]1[N:7]=[C:6]([N+:8]([O-:10])=[O:9])[C:5]([OH:11])=[CH:4][CH:3]=1.[C:12](=O)([O-])[O-].[K+].[K+].IC. Given the product [Br:1][C:2]1[N:7]=[C:6]([N+:8]([O-:10])=[O:9])[C:5]([O:11][CH3:12])=[CH:4][CH:3]=1, predict the reactants needed to synthesize it. (2) Given the product [C:15]1([S:21]([N:24]2[CH:25]=[CH:26][C:27]([C:11]([C:8]3[CH:9]=[CH:10][C:5]([CH3:14])=[CH:6][CH:7]=3)=[O:12])=[CH:28]2)(=[O:23])=[O:22])[CH:16]=[CH:17][CH:18]=[CH:19][CH:20]=1, predict the reactants needed to synthesize it. The reactants are: [Cl-].[Al+3].[Cl-].[Cl-].[C:5]1([CH3:14])[CH:10]=[CH:9][C:8]([C:11](Cl)=[O:12])=[CH:7][CH:6]=1.[C:15]1([S:21]([N:24]2[CH:28]=[CH:27][CH:26]=[CH:25]2)(=[O:23])=[O:22])[CH:20]=[CH:19][CH:18]=[CH:17][CH:16]=1. (3) Given the product [F:1][C:2]([F:16])([C:8]1[CH:13]=[CH:12][CH:11]=[C:10]([CH2:14][N:17]2[CH2:22][CH2:21][O:20][CH2:19][CH2:18]2)[CH:9]=1)[C:3]([O:5][CH2:6][CH3:7])=[O:4], predict the reactants needed to synthesize it. The reactants are: [F:1][C:2]([F:16])([C:8]1[CH:13]=[CH:12][CH:11]=[C:10]([CH:14]=O)[CH:9]=1)[C:3]([O:5][CH2:6][CH3:7])=[O:4].[NH:17]1[CH2:22][CH2:21][O:20][CH2:19][CH2:18]1.C(O)(=O)C.C([BH3-])#N.[Na+]. (4) Given the product [CH2:1]([O:3][C:4]([C:6]1([C:9]2[CH:10]=[CH:11][C:12]([C:15]3[CH:16]=[CH:17][C:18]([C:21]4[S:22][C:23]([Cl:29])=[CH:24][C:25]=4[NH:30][C:35]([O:64][CH:62]([C:59]4[CH:60]=[CH:61][S:57][CH:58]=4)[CH3:63])=[O:39])=[CH:19][CH:20]=3)=[CH:13][CH:14]=2)[CH2:8][CH2:7]1)=[O:5])[CH3:2], predict the reactants needed to synthesize it. The reactants are: [CH2:1]([O:3][C:4]([C:6]1([C:9]2[CH:14]=[CH:13][C:12]([C:15]3[CH:20]=[CH:19][C:18]([C:21]4[S:22][C:23]([Cl:29])=[CH:24][C:25]=4C(=O)N)=[CH:17][CH:16]=3)=[CH:11][CH:10]=2)[CH2:8][CH2:7]1)=[O:5])[CH3:2].[N:30]1[CH:35]=CC=CC=1.FC(F)(F)C(OI(C1C=CC=CC=1)OC(=O)C(F)(F)F)=[O:39].[S:57]1[CH:61]=[CH:60][C:59]([CH:62]([OH:64])[CH3:63])=[CH:58]1. (5) Given the product [CH2:1]([O:8][C@H:9]1[C@H:14]([O:15][CH2:16][C:17]2[CH:22]=[CH:21][CH:20]=[CH:19][CH:18]=2)[C@H:13]([O:23][CH2:24][C:25]2[CH:26]=[CH:27][CH:28]=[CH:29][CH:30]=2)[C@@H:12]([O:31][CH2:32][C:33]2[CH:34]=[CH:35][CH:36]=[CH:37][CH:38]=2)[O:11][C@@H:10]1[C@H:39]([O:41][C:82](=[O:83])[C:81]1[CH:80]=[CH:79][C:78]([N+:75]([O-:77])=[O:76])=[CH:86][CH:85]=1)[CH3:40])[C:2]1[CH:7]=[CH:6][CH:5]=[CH:4][CH:3]=1, predict the reactants needed to synthesize it. The reactants are: [CH2:1]([O:8][C@H:9]1[C@H:14]([O:15][CH2:16][C:17]2[CH:22]=[CH:21][CH:20]=[CH:19][CH:18]=2)[C@H:13]([O:23][CH2:24][C:25]2[CH:30]=[CH:29][CH:28]=[CH:27][CH:26]=2)[C@@H:12]([O:31][CH2:32][C:33]2[CH:38]=[CH:37][CH:36]=[CH:35][CH:34]=2)[O:11][C@@H:10]1[C@@H:39]([OH:41])[CH3:40])[C:2]1[CH:7]=[CH:6][CH:5]=[CH:4][CH:3]=1.C1(P(C2C=CC=CC=2)C2C=CC=CC=2)C=CC=CC=1.C(OC(/N=N/C(=O)OC(C)C)=O)(C)C.[N+:75]([C:78]1[CH:86]=[CH:85][C:81]([C:82](O)=[O:83])=[CH:80][CH:79]=1)([O-:77])=[O:76].